From a dataset of Catalyst prediction with 721,799 reactions and 888 catalyst types from USPTO. Predict which catalyst facilitates the given reaction. Reactant: Cl.Cl.[CH2:3]([O:5][C:6]1[N:11]=[C:10]([NH:12][C:13]2[C:14]3[CH2:25][NH:24][C:23]([CH3:27])([CH3:26])[C:15]=3[N:16](C(OCC)=O)[N:17]=2)[C:9]([F:28])=[CH:8][N:7]=1)[CH3:4].C(N(C(C)C)CC)(C)C.[F:38][C:39]1([C:46](Cl)=[O:47])[CH2:44][CH2:43][N:42]([CH3:45])[CH2:41][CH2:40]1. Product: [CH2:3]([O:5][C:6]1[N:11]=[C:10]([NH:12][C:13]2[C:14]3[CH2:25][N:24]([C:46]([C:39]4([F:38])[CH2:44][CH2:43][N:42]([CH3:45])[CH2:41][CH2:40]4)=[O:47])[C:23]([CH3:26])([CH3:27])[C:15]=3[NH:16][N:17]=2)[C:9]([F:28])=[CH:8][N:7]=1)[CH3:4]. The catalyst class is: 1.